From a dataset of Reaction yield outcomes from USPTO patents with 853,638 reactions. Predict the reaction yield, written as a fraction of the theoretical maximum amount of product (1.0 means a 100% yield; for example, 0.34 means a 34% yield). (1) The reactants are [CH3:1][C:2]([O:5][C:6]([N:8]1[C@H:12]([C:13]([OH:15])=O)[CH2:11][CH:10]([OH:16])[CH2:9]1)=[O:7])([CH3:4])[CH3:3].CN1CCOCC1.CN(C(ON1N=NC2C=CC=NC1=2)=[N+](C)C)C.F[P-](F)(F)(F)(F)F.Cl.[NH2:49][C@:50]1([C:55]([O:57][CH2:58][CH3:59])=[O:56])[CH2:52][C@H:51]1[CH:53]=[CH2:54]. The catalyst is C(Cl)Cl.[Au]. The product is [C:2]([O:5][C:6]([N:8]1[CH2:9][C@H:10]([OH:16])[CH2:11][C@H:12]1[C:13]([NH:49][C@:50]1([C:55]([O:57][CH2:58][CH3:59])=[O:56])[CH2:52][C@H:51]1[CH:53]=[CH2:54])=[O:15])=[O:7])([CH3:1])([CH3:3])[CH3:4]. The yield is 0.940. (2) The reactants are C(O[CH:4]=[CH:5][C:6](O)([C:10]([F:13])([F:12])[F:11])[CH2:7][C:8]#[N:9])C.[NH3:15]. No catalyst specified. The product is [NH2:15][C:4]1[CH:5]=[C:6]([C:10]([F:13])([F:12])[F:11])[CH:7]=[CH:8][N:9]=1. The yield is 0.680. (3) The reactants are Cl[C:2]1[N:7]=[C:6]([O:8][C:9]2[CH:35]=[CH:34][C:33]([CH3:36])=[CH:32][C:10]=2[CH2:11][NH:12][C:13]([NH:15][C:16]2[N:20]([C:21]3[CH:26]=[CH:25][C:24]([CH3:27])=[CH:23][CH:22]=3)[N:19]=[C:18]([C:28]([CH3:31])([CH3:30])[CH3:29])[CH:17]=2)=[O:14])[CH:5]=[CH:4][N:3]=1.[NH:37]1[CH2:42][CH2:41][O:40][CH2:39][CH2:38]1. The catalyst is C(O)C. The product is [O:40]1[CH2:41][CH2:42][N:37]([C:2]2[N:7]=[C:6]([O:8][C:9]3[CH:35]=[CH:34][C:33]([CH3:36])=[CH:32][C:10]=3[CH2:11][NH:12][C:13]([NH:15][C:16]3[N:20]([C:21]4[CH:22]=[CH:23][C:24]([CH3:27])=[CH:25][CH:26]=4)[N:19]=[C:18]([C:28]([CH3:29])([CH3:30])[CH3:31])[CH:17]=3)=[O:14])[CH:5]=[CH:4][N:3]=2)[CH2:38][CH2:39]1. The yield is 0.880. (4) The reactants are [CH2:1]([O:3][C:4](=[O:24])[C:5](=O)[CH2:6][C:7]([C:9]1[CH:14]=[CH:13][CH:12]=[CH:11][C:10]=1[O:15][CH2:16][C:17]1[CH:22]=[CH:21][CH:20]=[CH:19][CH:18]=1)=O)[CH3:2].C(O)(=O)C.O.[NH2:30][NH2:31].C([O-])(O)=O.[Na+]. The catalyst is O. The product is [CH2:1]([O:3][C:4]([C:5]1[CH:6]=[C:7]([C:9]2[CH:14]=[CH:13][CH:12]=[CH:11][C:10]=2[O:15][CH2:16][C:17]2[CH:22]=[CH:21][CH:20]=[CH:19][CH:18]=2)[NH:31][N:30]=1)=[O:24])[CH3:2]. The yield is 1.00. (5) The reactants are CCCC[N+](CCCC)(CCCC)CCCC.[F-].[Br:19][C:20]1[CH:27]=[CH:26][C:23]([CH:24]=[O:25])=[C:22]([F:28])[CH:21]=1.[Si]([C:33]([F:36])([F:35])[F:34])(C)(C)C.Cl. The catalyst is C1COCC1. The product is [Br:19][C:20]1[CH:27]=[CH:26][C:23]([CH:24]([OH:25])[C:33]([F:36])([F:35])[F:34])=[C:22]([F:28])[CH:21]=1. The yield is 0.900. (6) The reactants are [CH2:1]([C:9]1[CH:14]=[CH:13][C:12](B(O)O)=[CH:11][CH:10]=1)[CH2:2][CH2:3][CH2:4][CH2:5][CH2:6][CH2:7][CH3:8].[N+:18]([C:21]1[CH:26]=[CH:25][C:24](I)=[CH:23][CH:22]=1)([O-:20])=[O:19].O. The catalyst is COCCOC.C(=O)([O-])[O-].[Na+].[Na+].C1C=CC([P]([Pd]([P](C2C=CC=CC=2)(C2C=CC=CC=2)C2C=CC=CC=2)([P](C2C=CC=CC=2)(C2C=CC=CC=2)C2C=CC=CC=2)[P](C2C=CC=CC=2)(C2C=CC=CC=2)C2C=CC=CC=2)(C2C=CC=CC=2)C2C=CC=CC=2)=CC=1. The product is [N+:18]([C:21]1[CH:26]=[CH:25][C:24]([C:12]2[CH:11]=[CH:10][C:9]([CH2:1][CH2:2][CH2:3][CH2:4][CH2:5][CH2:6][CH2:7][CH3:8])=[CH:14][CH:13]=2)=[CH:23][CH:22]=1)([O-:20])=[O:19]. The yield is 0.950. (7) The reactants are ClC1C(NC2C=C(OC)NN=2)=NC([NH:8][C@H:9]([C:11]2[N:16]=[CH:15][C:14]([F:17])=[CH:13][N:12]=2)[CH3:10])=NC=1.Cl[C:27]1[N:32]=[C:31]([NH:33][C:34]2[CH:38]=[C:37]([CH:39]3[CH2:41][CH2:40]3)[NH:36][N:35]=2)[C:30]([N+:42]([O-:44])=[O:43])=[CH:29][N:28]=1.CCN(C(C)C)C(C)C. The catalyst is CCCCO. The product is [N+:42]([C:30]1[C:31]([NH:33][C:34]2[CH:38]=[C:37]([CH:39]3[CH2:41][CH2:40]3)[NH:36][N:35]=2)=[N:32][C:27]([NH:8][C@H:9]([C:11]2[N:16]=[CH:15][C:14]([F:17])=[CH:13][N:12]=2)[CH3:10])=[N:28][CH:29]=1)([O-:44])=[O:43]. The yield is 0.750.